The task is: Predict the reactants needed to synthesize the given product.. This data is from Full USPTO retrosynthesis dataset with 1.9M reactions from patents (1976-2016). (1) The reactants are: C([O:8][N:9]1[C:15](=[O:16])[N:14]2[CH2:17][C@H:10]1[CH2:11][CH2:12][C@H:13]2[C:18]([NH:20][O:21][CH2:22][CH:23]1[CH2:28][CH2:27][CH2:26][CH2:25][N:24]1[C:29]([O:31][C:32]([CH3:35])([CH3:34])[CH3:33])=[O:30])=[O:19])C1C=CC=CC=1. Given the product [OH:8][N:9]1[C:15](=[O:16])[N:14]2[CH2:17][C@H:10]1[CH2:11][CH2:12][C@H:13]2[C:18]([NH:20][O:21][CH2:22][CH:23]1[CH2:28][CH2:27][CH2:26][CH2:25][N:24]1[C:29]([O:31][C:32]([CH3:35])([CH3:34])[CH3:33])=[O:30])=[O:19], predict the reactants needed to synthesize it. (2) Given the product [Cl:1][C:2]1[C:7]([Cl:8])=[CH:6][C:5]2[NH:10][C:24]([NH:23][CH:17]([CH3:22])[CH3:18])=[N:25][C:4]=2[CH:3]=1, predict the reactants needed to synthesize it. The reactants are: [Cl:1][C:2]1[CH:3]=[CH:4][C:5]([NH2:10])=[C:6](N)[C:7]=1[Cl:8].C(N=C=S)(C)C.[CH:17]1([N:23]=[C:24]=[N:25]C2CCCCC2)[CH2:22]CCC[CH2:18]1.C1(C)C=CC=CC=1. (3) Given the product [OH:18][C:17]1[CH:16]=[C:15]([C:14]([CH3:23])([CH3:22])[CH3:13])[N:7]=[CH:5][N:6]=1, predict the reactants needed to synthesize it. The reactants are: C(O)(=O)C.[CH:5]([NH2:7])=[NH:6].C[O-].[Na+].CO.[CH3:13][C:14]([CH3:23])([CH3:22])[CH2:15][C:16](=O)[C:17](OC)=[O:18]. (4) Given the product [C:28]([O:27][C:25]([NH:1][C@H:2]1[CH2:7][N:6]([C:8]2[N:13]=[C:12]([CH3:14])[CH:11]=[C:10]([NH:15][C:16]3[NH:20][N:19]=[CH:18][CH:17]=3)[N:9]=2)[CH2:5][C@@H:4]([C:21]([O:23][CH3:24])=[O:22])[CH2:3]1)=[O:32])([CH3:31])([CH3:30])[CH3:29], predict the reactants needed to synthesize it. The reactants are: [NH2:1][C@H:2]1[CH2:7][N:6]([C:8]2[N:13]=[C:12]([CH3:14])[CH:11]=[C:10]([NH:15][C:16]3[NH:20][N:19]=[CH:18][CH:17]=3)[N:9]=2)[CH2:5][C@@H:4]([C:21]([O:23][CH3:24])=[O:22])[CH2:3]1.[C:25](=[O:32])([O:27][C:28]([CH3:31])([CH3:30])[CH3:29])N.[C:25](=[O:32])([O:27][C:28]([CH3:31])([CH3:30])[CH3:29])N.CCN(C(C)C)C(C)C. (5) Given the product [F:1][C:2]([F:36])([F:35])[C:3]1[CH:4]=[C:5]([CH:28]=[C:29]([C:31]([F:34])([F:33])[F:32])[CH:30]=1)[CH2:6][N:7]1[CH2:14][CH2:13][CH2:12][O:11][C:10]2[N:15]=[C:16]([N:45]3[CH2:46][CH2:47][CH:42]([N:37]4[CH2:41][CH2:40][CH2:39][CH2:38]4)[CH2:43][CH2:44]3)[CH:17]=[C:18]([C:19]3[CH:24]=[CH:23][C:22]([F:25])=[CH:21][CH:20]=3)[C:9]=2[C:8]1=[O:27], predict the reactants needed to synthesize it. The reactants are: [F:1][C:2]([F:36])([F:35])[C:3]1[CH:4]=[C:5]([CH:28]=[C:29]([C:31]([F:34])([F:33])[F:32])[CH:30]=1)[CH2:6][N:7]1[CH2:14][CH2:13][CH2:12][O:11][C:10]2[N:15]=[C:16](Cl)[CH:17]=[C:18]([C:19]3[CH:24]=[CH:23][C:22]([F:25])=[CH:21][CH:20]=3)[C:9]=2[C:8]1=[O:27].[N:37]1([CH:42]2[CH2:47][CH2:46][NH:45][CH2:44][CH2:43]2)[CH2:41][CH2:40][CH2:39][CH2:38]1. (6) The reactants are: [CH3:1][C:2]1[C:6]2[C:7](=[O:20])[N:8]([CH2:12][CH2:13][N:14]3[CH2:19][CH2:18][CH2:17][CH2:16][CH2:15]3)[CH2:9][CH2:10][CH2:11][C:5]=2[NH:4][C:3]=1[CH:21]=O.[Br:23][C:24]1[CH:32]=[CH:31][CH:30]=[C:29]2[C:25]=1[CH2:26][C:27](=[O:33])[NH:28]2. Given the product [Br:23][C:24]1[CH:32]=[CH:31][CH:30]=[C:29]2[C:25]=1/[C:26](=[CH:21]/[C:3]1[NH:4][C:5]3[CH2:11][CH2:10][CH2:9][N:8]([CH2:12][CH2:13][N:14]4[CH2:19][CH2:18][CH2:17][CH2:16][CH2:15]4)[C:7](=[O:20])[C:6]=3[C:2]=1[CH3:1])/[C:27](=[O:33])[NH:28]2, predict the reactants needed to synthesize it. (7) Given the product [C:16]([C:13]1[CH:12]=[CH:11][C:10]([C:8]2[C:7]([O:18][CH2:19][C:20]([F:23])([F:22])[F:21])=[N:6][CH:5]=[C:4]([CH:9]=2)[C:3]([OH:24])=[O:2])=[CH:15][CH:14]=1)#[N:17], predict the reactants needed to synthesize it. The reactants are: C[O:2][C:3](=[O:24])[C:4]1[CH:9]=[C:8]([C:10]2[CH:15]=[CH:14][C:13]([C:16]#[N:17])=[CH:12][CH:11]=2)[C:7]([O:18][CH2:19][C:20]([F:23])([F:22])[F:21])=[N:6][CH:5]=1.C1COCC1.[OH-].[Li+].Cl.